This data is from Catalyst prediction with 721,799 reactions and 888 catalyst types from USPTO. The task is: Predict which catalyst facilitates the given reaction. (1) Reactant: C(OC(=O)[NH:7][C:8]1([CH2:16][CH2:17][C:18]2[CH:23]=[CH:22][C:21]([O:24][CH2:25][CH2:26][CH2:27][C:28]3[CH:33]=[CH:32][C:31]([S:34][CH3:35])=[CH:30][CH:29]=3)=[C:20]([C:36]([F:39])([F:38])[F:37])[CH:19]=2)[CH2:13][O:12]C(C)(C)[O:10][CH2:9]1)(C)(C)C.[Cl:41]C1C=CC=C(C(OO)=[O:49])C=1.C(=O)([O-])O.[Na+]. Product: [ClH:41].[NH2:7][C:8]([CH2:16][CH2:17][C:18]1[CH:23]=[CH:22][C:21]([O:24][CH2:25][CH2:26][CH2:27][C:28]2[CH:33]=[CH:32][C:31]([S:34]([CH3:35])=[O:49])=[CH:30][CH:29]=2)=[C:20]([C:36]([F:39])([F:38])[F:37])[CH:19]=1)([CH2:13][OH:12])[CH2:9][OH:10]. The catalyst class is: 2. (2) Reactant: NC1N(CC2C=CC=CC=2Cl)N=NC=1C(N)=O.N1C=CC=CC=1.C(Cl)(=O)C(C)(C)C.[Cl:31][C:32]1[CH:37]=[CH:36][CH:35]=[CH:34][C:33]=1[CH2:38][N:39]1[C:43]([NH:44][C:45](=O)[C:46]([CH3:49])([CH3:48])[CH3:47])=[C:42]([C:51]([NH2:53])=[O:52])[N:41]=[N:40]1. Product: [C:46]([C:45]1[NH:44][C:43]2[N:39]([CH2:38][C:33]3[CH:34]=[CH:35][CH:36]=[CH:37][C:32]=3[Cl:31])[N:40]=[N:41][C:42]=2[C:51](=[O:52])[N:53]=1)([CH3:49])([CH3:48])[CH3:47]. The catalyst class is: 395. (3) Reactant: C([O:4][C:5]1[CH:6]=[C:7]([CH:22]=[CH:23][CH:24]=1)[C:8]1[CH2:9][O:10][C:11]2[C:16]([CH:17]=1)=[CH:15][CH:14]=[C:13]([O:18]C(=O)C)[CH:12]=2)(=O)C.N1C=CN=C1.O1C2C(=CC=C(O)C=2)C=C(C2C=CC(O)=CC=2)C1. Product: [O:10]1[C:11]2[C:16](=[CH:15][CH:14]=[C:13]([OH:18])[CH:12]=2)[CH:17]=[C:8]([C:7]2[CH:22]=[CH:23][CH:24]=[C:5]([OH:4])[CH:6]=2)[CH2:9]1. The catalyst class is: 8. (4) Reactant: [F:1][C:2]1[CH:7]=[CH:6][CH:5]=[CH:4][C:3]=1[N:8]1[C:16]2[C:11](=[C:12]([N:17]3[CH2:21][CH2:20][NH:19][C:18]3=[O:22])[CH:13]=[CH:14][CH:15]=2)[CH:10]=[N:9]1.[H-].[Na+].Cl[CH2:26][C:27]1[O:28][C:29]([CH:32]2[CH2:35][CH2:34][CH2:33]2)=[N:30][N:31]=1. Product: [CH:32]1([C:29]2[O:28][C:27]([CH2:26][N:19]3[CH2:20][CH2:21][N:17]([C:12]4[CH:13]=[CH:14][CH:15]=[C:16]5[C:11]=4[CH:10]=[N:9][N:8]5[C:3]4[CH:4]=[CH:5][CH:6]=[CH:7][C:2]=4[F:1])[C:18]3=[O:22])=[N:31][N:30]=2)[CH2:35][CH2:34][CH2:33]1. The catalyst class is: 7. (5) Reactant: [C:1]([O:5][C:6]([N:8]1[CH2:13][CH2:12][S:11][CH:10]([C:14]([OH:16])=O)[CH2:9]1)=[O:7])([CH3:4])([CH3:3])[CH3:2].[Cl:17][C:18]1[CH:24]=[CH:23][C:21]([NH2:22])=[CH:20][CH:19]=1.Cl.CN(C)CCCN=C=NCC.C(N(CC)C(C)C)(C)C. Product: [Cl:17][C:18]1[CH:24]=[CH:23][C:21]([NH:22][C:14]([CH:10]2[S:11][CH2:12][CH2:13][N:8]([C:6]([O:5][C:1]([CH3:2])([CH3:3])[CH3:4])=[O:7])[CH2:9]2)=[O:16])=[CH:20][CH:19]=1. The catalyst class is: 56. (6) Reactant: C[O:2][C:3]1[CH:4]=[C:5]([CH2:11][CH2:12][C@H:13]2[C@@H:22]([CH3:23])[CH2:21][CH2:20][C@@H:19]3[C@:14]2([CH3:26])[CH2:15][CH2:16][CH2:17][C:18]3([CH3:25])[CH3:24])[CH:6]=[C:7]([O:9]C)[CH:8]=1.B(Br)(Br)Br.CO. Product: [CH3:23][C@H:22]1[CH2:21][CH2:20][C@@H:19]2[C@:14]([CH3:26])([CH2:15][CH2:16][CH2:17][C:18]2([CH3:25])[CH3:24])[C@H:13]1[CH2:12][CH2:11][C:5]1[CH:4]=[C:3]([OH:2])[CH:8]=[C:7]([OH:9])[CH:6]=1. The catalyst class is: 2. (7) Reactant: [Br:1][CH2:2][CH2:3]Br.[N+:5]([C:8]1[CH:13]=[CH:12][C:11]([OH:14])=[CH:10][CH:9]=1)([O-:7])=[O:6].C([O-])([O-])=O.[Cs+].[Cs+]. Product: [Br:1][CH2:2][CH2:3][O:14][C:11]1[CH:12]=[CH:13][C:8]([N+:5]([O-:7])=[O:6])=[CH:9][CH:10]=1. The catalyst class is: 3. (8) Reactant: C(OC(=O)[NH:10][C@H:11]([C:22]([NH:24][CH2:25][CH:26]([OH:36])[CH2:27][NH:28][C:29]([O:31][C:32]([CH3:35])([CH3:34])[CH3:33])=[O:30])=[O:23])[CH2:12][CH2:13][NH:14][C:15]([O:17][C:18]([CH3:21])([CH3:20])[CH3:19])=[O:16])C1C=CC=CC=1. Product: [C:32]([O:31][C:29](=[O:30])[NH:28][CH2:27][CH:26]([OH:36])[CH2:25][NH:24][C:22](=[O:23])[C@@H:11]([NH2:10])[CH2:12][CH2:13][NH:14][C:15]([O:17][C:18]([CH3:20])([CH3:19])[CH3:21])=[O:16])([CH3:33])([CH3:34])[CH3:35]. The catalyst class is: 19. (9) Reactant: CS(C)=O.C(Cl)(=O)C(Cl)=O.[Cl:11][C:12]1[C:13]([CH:18]([CH3:21])[CH2:19][OH:20])=[N:14][CH:15]=[CH:16][CH:17]=1. Product: [Cl:11][C:12]1[C:13]([CH:18]([CH3:21])[CH:19]=[O:20])=[N:14][CH:15]=[CH:16][CH:17]=1. The catalyst class is: 2. (10) Reactant: C1(P(C2C=CC=CC=2)C2C=CC=CC=2)C=CC=CC=1.[I:20]I.[C@@H:22]1([N:31]2[CH:35]=[N:34][C:33]([C:36]([NH2:38])=[O:37])=[N:32]2)[O:28][C@H:27]([CH2:29]O)[C@@H:25]([OH:26])[C@H:23]1[OH:24]. Product: [I:20][CH2:29][C@H:27]1[O:28][C@@H:22]([N:31]2[CH:35]=[N:34][C:33]([C:36]([NH2:38])=[O:37])=[N:32]2)[C@H:23]([OH:24])[C@@H:25]1[OH:26]. The catalyst class is: 17.